The task is: Predict which catalyst facilitates the given reaction.. This data is from Catalyst prediction with 721,799 reactions and 888 catalyst types from USPTO. The catalyst class is: 21. Product: [C:12]([C:6]1[CH:5]=[C:4]2[C:9]([CH:10]=[CH:11][C:2](=[O:1])[N:3]2[CH2:19][CH2:20][N:21]2[CH2:26][CH2:25][CH:24]([NH:27][C:28](=[O:29])[O:30][C:31]([CH3:33])([CH3:32])[CH3:34])[CH:23]([F:35])[CH2:22]2)=[CH:8][CH:7]=1)#[N:13]. Reactant: [O:1]=[C:2]1[CH:11]=[CH:10][C:9]2[C:4](=[CH:5][C:6]([C:12]#[N:13])=[CH:7][CH:8]=2)[NH:3]1.CS(O[CH2:19][CH2:20][N:21]1[CH2:26][CH2:25][CH:24]([NH:27][C:28]([O:30][C:31]([CH3:34])([CH3:33])[CH3:32])=[O:29])[CH:23]([F:35])[CH2:22]1)(=O)=O.[H-].[Na+].